This data is from Catalyst prediction with 721,799 reactions and 888 catalyst types from USPTO. The task is: Predict which catalyst facilitates the given reaction. (1) Reactant: [C:1]([C:4]1[CH:9]=[CH:8][C:7]([NH:10][S:11]([C:14]2[S:18][C:17]3[CH:19]=[CH:20][C:21]([F:23])=[CH:22][C:16]=3[C:15]=2[CH3:24])(=[O:13])=[O:12])=[C:6]([S:25]([CH3:28])(=[O:27])=[O:26])[CH:5]=1)(=[O:3])[CH3:2].[Br-:29].[Br-].[Br-].C([N+](C)(C)C)C1C=CC=CC=1.C([N+](C)(C)C)C1C=CC=CC=1.C([N+](C)(C)C)C1C=CC=CC=1. Product: [Br:29][CH2:2][C:1]([C:4]1[CH:9]=[CH:8][C:7]([NH:10][S:11]([C:14]2[S:18][C:17]3[CH:19]=[CH:20][C:21]([F:23])=[CH:22][C:16]=3[C:15]=2[CH3:24])(=[O:12])=[O:13])=[C:6]([S:25]([CH3:28])(=[O:26])=[O:27])[CH:5]=1)=[O:3]. The catalyst class is: 22. (2) Reactant: [CH2:1]([O:8][C:9]([N:11]1[CH2:16][CH2:15][N:14]([C:17]2[S:18][C:19]3[CH:25]=[C:24]([N+:26]([O-])=O)[CH:23]=[CH:22][C:20]=3[N:21]=2)[CH2:13][CH2:12]1)=[O:10])[C:2]1[CH:7]=[CH:6][CH:5]=[CH:4][CH:3]=1.Cl[Sn]Cl.Cl.[OH-].[Na+]. Product: [CH2:1]([O:8][C:9]([N:11]1[CH2:16][CH2:15][N:14]([C:17]2[S:18][C:19]3[CH:25]=[C:24]([NH2:26])[CH:23]=[CH:22][C:20]=3[N:21]=2)[CH2:13][CH2:12]1)=[O:10])[C:2]1[CH:3]=[CH:4][CH:5]=[CH:6][CH:7]=1. The catalyst class is: 88. (3) Product: [CH2:22]([C:21]([C:17]1[CH:18]=[C:19]([CH3:20])[C:14]([C:11]2[N:10]=[CH:9][C:8]([CH2:7][C:6]([OH:42])=[O:5])=[CH:13][CH:12]=2)=[C:15]([CH3:41])[CH:16]=1)([C:24]1[CH:29]=[CH:28][C:27](/[CH:30]=[CH:31]/[C:32]([CH2:33][CH3:34])([OH:35])[CH2:36][CH3:37])=[C:26]([CH3:38])[CH:25]=1)[CH2:39][CH3:40])[CH3:23]. Reactant: [OH-].[Na+].C([O:5][C:6](=[O:42])[CH2:7][C:8]1[CH:9]=[N:10][C:11]([C:14]2[C:19]([CH3:20])=[CH:18][C:17]([C:21]([CH2:39][CH3:40])([C:24]3[CH:29]=[CH:28][C:27](/[CH:30]=[CH:31]/[C:32]([CH2:36][CH3:37])([OH:35])[CH2:33][CH3:34])=[C:26]([CH3:38])[CH:25]=3)[CH2:22][CH3:23])=[CH:16][C:15]=2[CH3:41])=[CH:12][CH:13]=1)C.[Cl-].[NH4+]. The catalyst class is: 111. (4) Reactant: [F:1][C:2]1[CH:3]=[C:4]([C:12]([O:14]C)=[O:13])[C:5]2[CH2:6][CH2:7][CH2:8][CH2:9][C:10]=2[CH:11]=1.[Li+].[OH-].O. Product: [F:1][C:2]1[CH:3]=[C:4]([C:12]([OH:14])=[O:13])[C:5]2[CH2:6][CH2:7][CH2:8][CH2:9][C:10]=2[CH:11]=1. The catalyst class is: 1. (5) Reactant: Cl.C[O:3][C:4]1(OC)[C:12]2[C:7](=[CH:8][CH:9]=[C:10]([S:13][CH2:14][CH2:15][C:16]3[CH:25]=[CH:24][C:19]([C:20]([O:22][CH3:23])=[O:21])=[CH:18][CH:17]=3)[CH:11]=2)[N:6]([CH2:26][CH2:27][C:28]2[CH:33]=[CH:32][CH:31]=[CH:30][CH:29]=2)[C:5]1=[O:34]. Product: [O:34]=[C:5]1[C:4](=[O:3])[C:12]2[C:7](=[CH:8][CH:9]=[C:10]([S:13][CH2:14][CH2:15][C:16]3[CH:25]=[CH:24][C:19]([C:20]([O:22][CH3:23])=[O:21])=[CH:18][CH:17]=3)[CH:11]=2)[N:6]1[CH2:26][CH2:27][C:28]1[CH:29]=[CH:30][CH:31]=[CH:32][CH:33]=1. The catalyst class is: 21. (6) Reactant: [C:1]([O:5][C:6]([N:8]1[CH2:13][CH2:12][CH:11]([CH:14]([C:16](=O)[NH:17][C:18]2[CH:23]=[CH:22][CH:21]=[CH:20][C:19]=2[C:24](=[O:26])[NH2:25])[CH3:15])[CH2:10][CH2:9]1)=[O:7])([CH3:4])([CH3:3])[CH3:2].CO[Na]. Product: [C:1]([O:5][C:6]([N:8]1[CH2:13][CH2:12][CH:11]([CH:14]([C:16]2[NH:25][C:24](=[O:26])[C:19]3[C:18](=[CH:23][CH:22]=[CH:21][CH:20]=3)[N:17]=2)[CH3:15])[CH2:10][CH2:9]1)=[O:7])([CH3:4])([CH3:3])[CH3:2]. The catalyst class is: 5. (7) Reactant: [CH2:1]([C:4]1[CH:12]=[CH:11][C:7]2=[N:8][O:9][N:10]=[C:6]2[CH:5]=1)[CH:2]=C.CO.C[N+]1([O-])CC[O:19]CC1.I([O-])(=O)(=O)=O.[Na+]. Product: [N:8]1[O:9][N:10]=[C:6]2[CH:5]=[C:4]([CH2:1][CH:2]=[O:19])[CH:12]=[CH:11][C:7]=12. The catalyst class is: 90. (8) Reactant: [CH3:1][C:2]1([CH3:20])[CH2:6][N:5]([C:7]2[N:12]=[CH:11][C:10]([C:13]#[C:14][Si](C)(C)C)=[CH:9]N=2)[C:4](=[O:19])[CH2:3]1.[F:21][C:22]1[CH:27]=[CH:26][C:25](I)=[CH:24][CH:23]=1.[CH3:29]CN(CC)CC.CCCC[N+](CCCC)(CCCC)CCCC.[F-].C1COCC1. Product: [F:21][C:22]1[CH:27]=[CH:26][C:25]([C:14]#[C:13][C:10]2[CH:9]=[CH:29][C:7]([N:5]3[CH2:6][C:2]([CH3:1])([CH3:20])[CH2:3][C:4]3=[O:19])=[N:12][CH:11]=2)=[CH:24][CH:23]=1. The catalyst class is: 538. (9) Reactant: Cl.[F:2][CH:3]([F:15])[C:4]1[CH:9]=[CH:8][N:7]=[C:6]([C:10]([O:12]CC)=[CH2:11])[N:5]=1.C(=O)([O-])O.[Na+].[Cl-].[Na+]. Product: [F:15][CH:3]([F:2])[C:4]1[CH:9]=[CH:8][N:7]=[C:6]([C:10](=[O:12])[CH3:11])[N:5]=1. The catalyst class is: 21.